Dataset: CYP2C9 inhibition data for predicting drug metabolism from PubChem BioAssay. Task: Regression/Classification. Given a drug SMILES string, predict its absorption, distribution, metabolism, or excretion properties. Task type varies by dataset: regression for continuous measurements (e.g., permeability, clearance, half-life) or binary classification for categorical outcomes (e.g., BBB penetration, CYP inhibition). Dataset: cyp2c9_veith. The compound is O=C(O)Cc1ccc2ocnc2c1. The result is 0 (non-inhibitor).